From a dataset of Forward reaction prediction with 1.9M reactions from USPTO patents (1976-2016). Predict the product of the given reaction. (1) Given the reactants [P:1]([O-:6])([O:4][CH3:5])[O:2][CH3:3].C[O-].[Na+].[C:10]([C:13]1[CH:20]=[CH:19][CH:18]=[CH:17][C:14]=1[CH:15]=O)([OH:12])=[O:11].CS(O)(=O)=O, predict the reaction product. The product is: [CH3:3][O:2][P:1]([CH:15]1[C:14]2[C:13](=[CH:20][CH:19]=[CH:18][CH:17]=2)[C:10](=[O:12])[O:11]1)(=[O:6])[O:4][CH3:5]. (2) Given the reactants COC1C=CC(C[N:8]2[CH:12]=[C:11]([C:13]3[N:14]=[C:15]([NH:22][C:23]4[N:28]=[C:27]([CH3:29])[CH:26]=[CH:25][N:24]=4)[S:16][C:17]=3[C:18]([F:21])([F:20])[F:19])[CH:10]=[N:9]2)=CC=1.FC(F)(F)S(O)(=O)=O.C([O-])([O-])=O.[Na+].[Na+], predict the reaction product. The product is: [CH3:29][C:27]1[CH:26]=[CH:25][N:24]=[C:23]([NH:22][C:15]2[S:16][C:17]([C:18]([F:21])([F:19])[F:20])=[C:13]([C:11]3[CH:10]=[N:9][NH:8][CH:12]=3)[N:14]=2)[N:28]=1. (3) Given the reactants [Br:1][C:2]1[CH:9]=[C:6]([CH:7]=[O:8])[C:5]([OH:10])=[CH:4][CH:3]=1.C(=O)([O-])[O-].[K+].[K+].[CH3:17][N:18]([CH3:22])[C:19](Cl)=[S:20], predict the reaction product. The product is: [Br:1][C:2]1[CH:3]=[CH:4][C:5]([O:10][C:19](=[S:20])[N:18]([CH3:22])[CH3:17])=[C:6]([CH:7]=[O:8])[CH:9]=1. (4) Given the reactants [OH:1][C:2]1[C:3]([C:10]([OH:12])=O)=[N:4][CH:5]=[CH:6][C:7]=1[O:8][CH3:9].C(N(CC)CC)C.C(#N)C.N=C=N.ON1C2N=CC=CC=2N=N1.[NH2:36][C:37]1[N:38]=[C:39]([CH:42]2[CH2:47][CH2:46][N:45]([C:48](=[O:60])[CH2:49][N:50]3[C:54]([CH3:55])=[CH:53][C:52]([C:56]([F:59])([F:58])[F:57])=[N:51]3)[CH2:44][CH2:43]2)[S:40][CH:41]=1, predict the reaction product. The product is: [CH3:55][C:54]1[N:50]([CH2:49][C:48]([N:45]2[CH2:44][CH2:43][CH:42]([C:39]3[S:40][CH:41]=[C:37]([NH:36][C:10]([C:3]4[C:2]([OH:1])=[C:7]([O:8][CH3:9])[CH:6]=[CH:5][N:4]=4)=[O:12])[N:38]=3)[CH2:47][CH2:46]2)=[O:60])[N:51]=[C:52]([C:56]([F:59])([F:57])[F:58])[CH:53]=1.